Dataset: Full USPTO retrosynthesis dataset with 1.9M reactions from patents (1976-2016). Task: Predict the reactants needed to synthesize the given product. (1) The reactants are: [F:1][C:2]1[CH:30]=[CH:29][CH:28]=[CH:27][C:3]=1[CH2:4][N:5]1[C:9](=[O:10])[CH2:8][CH2:7][C@@H:6]1[C:11]([NH:13][CH:14]([CH2:20][C:21]1[CH:26]=[CH:25][CH:24]=[CH:23][CH:22]=1)[CH:15]([OH:19])[C:16]([OH:18])=O)=[O:12].[CH:31]1([NH2:34])[CH2:33][CH2:32]1.O[NH-].O=[N-]. Given the product [CH:31]1([NH:34][C:16](=[O:18])[C:15](=[O:19])[CH:14]([NH:13][C:11]([C@H:6]2[CH2:7][CH2:8][C:9](=[O:10])[N:5]2[CH2:4][C:3]2[CH:27]=[CH:28][CH:29]=[CH:30][C:2]=2[F:1])=[O:12])[CH2:20][C:21]2[CH:22]=[CH:23][CH:24]=[CH:25][CH:26]=2)[CH2:33][CH2:32]1, predict the reactants needed to synthesize it. (2) Given the product [CH2:16]([NH:19][C:20]1[N:21]=[C:22]([NH:30][C:1](=[O:5])[NH:35][CH2:31][CH2:32][CH2:33][CH3:34])[C:23]2[S:28][CH:27]=[C:26]([CH3:29])[C:24]=2[N:25]=1)[CH:17]=[CH2:18], predict the reactants needed to synthesize it. The reactants are: [C:1]([O:5]C(OC(OC(C)(C)C)=O)=O)(C)(C)C.[CH2:16]([NH:19][C:20]1[N:21]=[C:22]([NH2:30])[C:23]2[S:28][CH:27]=[C:26]([CH3:29])[C:24]=2[N:25]=1)[CH:17]=[CH2:18].[CH2:31]([NH2:35])[CH2:32][CH2:33][CH3:34].C(OCC)(=O)C.CCCCCC. (3) The reactants are: [Br:1][C:2]1[CH:3]=[C:4]([CH2:8][C:9]([NH:11][NH2:12])=[O:10])[CH:5]=[CH:6][CH:7]=1.[CH3:13][C:14](C)(C)C([O-])([O-])[O-]. Given the product [Br:1][C:2]1[CH:3]=[C:4]([CH:5]=[CH:6][CH:7]=1)[CH2:8][C:9]1[O:10][C:13]([CH3:14])=[N:12][N:11]=1, predict the reactants needed to synthesize it. (4) Given the product [CH3:29][C:25]1([CH3:28])[O:24][CH2:23][CH:22]([CH2:21][O:20][C:17]2[C:16]([CH3:30])=[CH:15][N:14]=[C:13]([CH2:12][S:31][C:32]3[NH:36][C:35]4[CH:37]=[CH:38][CH:39]=[CH:40][C:34]=4[N:33]=3)[C:18]=2[CH3:19])[CH2:27][O:26]1, predict the reactants needed to synthesize it. The reactants are: CC1C=CC(S(O[CH2:12][C:13]2[C:18]([CH3:19])=[C:17]([O:20][CH2:21][CH:22]3[CH2:27][O:26][C:25]([CH3:29])([CH3:28])[O:24][CH2:23]3)[C:16]([CH3:30])=[CH:15][N:14]=2)(=O)=O)=CC=1.[SH:31][C:32]1[NH:33][C:34]2[CH:40]=[CH:39][CH:38]=[CH:37][C:35]=2[N:36]=1.C(N(CC)CC)C.[OH-].[Na+]. (5) Given the product [Br:1][C:2]1[CH:3]=[CH:4][C:5]([NH:8][CH:6]2[CH2:18][CH2:17][O:20][CH2:4][CH2:5]2)=[C:6]([CH:7]=1)[NH2:8], predict the reactants needed to synthesize it. The reactants are: [Br:1][C:2]1[CH:3]=[CH:4][C:5](C2CCOCC2)=[C:6]([N+:8]([O-])=O)[CH:7]=1.[C:17]([OH:20])(=O)[CH3:18]. (6) Given the product [CH3:38][N:39]1[CH:43]=[N:42][N:41]=[C:40]1[S:44]([CH2:46][C:47]1[CH:56]=[CH:55][C:50]([C:51]([OH:53])=[O:52])=[CH:49][CH:48]=1)=[O:45].[CH3:57][N:58]1[CH:62]=[N:61][N:60]=[C:59]1[S:63]([CH2:66][C:67]1[CH:76]=[CH:75][C:70]([C:71]([OH:73])=[O:72])=[CH:69][CH:68]=1)(=[O:64])=[O:65], predict the reactants needed to synthesize it. The reactants are: BrCC1C=CC(C(OC)=O)=CC=1.CN1C=NN=C1S.CN1C=NN=C1SCC1C=CC(C(OC)=O)=CC=1.[CH3:38][N:39]1[CH:43]=[N:42][N:41]=[C:40]1[S:44]([CH2:46][C:47]1[CH:56]=[CH:55][C:50]([C:51]([O:53]C)=[O:52])=[CH:49][CH:48]=1)=[O:45].[CH3:57][N:58]1[CH:62]=[N:61][N:60]=[C:59]1[S:63]([CH2:66][C:67]1[CH:76]=[CH:75][C:70]([C:71]([O:73]C)=[O:72])=[CH:69][CH:68]=1)(=[O:65])=[O:64]. (7) The reactants are: [Cl:1][C:2]1[CH:3]=[CH:4][C:5]2[N:11]3[CH2:12][CH2:13][CH:8]([CH2:9][CH2:10]3)[NH:7][C:6]=2[N:14]=1.[CH3:15][C:16]([O:19][C:20](O[C:20]([O:19][C:16]([CH3:18])([CH3:17])[CH3:15])=[O:21])=[O:21])([CH3:18])[CH3:17].O. Given the product [Cl:1][C:2]1[CH:3]=[CH:4][C:5]2[N:11]3[CH2:10][CH2:9][CH:8]([CH2:13][CH2:12]3)[N:7]([C:20]([O:19][C:16]([CH3:18])([CH3:17])[CH3:15])=[O:21])[C:6]=2[N:14]=1, predict the reactants needed to synthesize it. (8) The reactants are: [C:1]([O:5][C:6]([N:8]1[CH2:13][CH2:12][CH2:11][CH:10]([OH:14])[CH2:9]1)=[O:7])([CH3:4])([CH3:3])[CH3:2].[Cl:15][C:16]1[CH:21]=[CH:20][C:19]([C:22]2[CH:27]=[CH:26][C:25]([CH2:28]Cl)=[CH:24][CH:23]=2)=[CH:18][CH:17]=1. Given the product [C:1]([O:5][C:6]([N:8]1[CH2:13][CH2:12][CH2:11][CH:10]([O:14][CH2:28][C:25]2[CH:24]=[CH:23][C:22]([C:19]3[CH:20]=[CH:21][C:16]([Cl:15])=[CH:17][CH:18]=3)=[CH:27][CH:26]=2)[CH2:9]1)=[O:7])([CH3:4])([CH3:2])[CH3:3], predict the reactants needed to synthesize it. (9) Given the product [F:52][C:2]([F:1])([F:51])[C:3]1[CH:4]=[C:5]([CH:48]=[CH:49][CH:50]=1)[CH2:6][NH:7][C:8]([C:10]1[CH:15]=[CH:14][N:13]=[C:12]([C:16]2[CH:21]=[C:20]([N:22]3[CH2:23][CH2:24][O:25][CH2:26][CH2:27]3)[CH:19]=[CH:18][C:17]=2[NH:28][C:29]([C:31]2[CH:32]=[C:33]([CH:45]=[CH:46][CH:47]=2)[CH2:34][S:35][CH2:36][CH2:37][C:38]([OH:40])=[O:39])=[O:30])[CH:11]=1)=[O:9], predict the reactants needed to synthesize it. The reactants are: [F:1][C:2]([F:52])([F:51])[C:3]1[CH:4]=[C:5]([CH:48]=[CH:49][CH:50]=1)[CH2:6][NH:7][C:8]([C:10]1[CH:15]=[CH:14][N:13]=[C:12]([C:16]2[CH:21]=[C:20]([N:22]3[CH2:27][CH2:26][O:25][CH2:24][CH2:23]3)[CH:19]=[CH:18][C:17]=2[NH:28][C:29]([C:31]2[CH:32]=[C:33]([CH:45]=[CH:46][CH:47]=2)[CH2:34][S:35][CH2:36][CH2:37][C:38]([O:40]C(C)(C)C)=[O:39])=[O:30])[CH:11]=1)=[O:9].FC(F)(F)C(O)=O. (10) Given the product [Na+:17].[Br:1][C:2]1[CH:3]=[CH:4][C:5]([CH:6]([OH:18])[CH2:12][CH2:13][CH2:14][CH3:15])=[C:9]([CH:10]=1)[C:8]([O-:7])=[O:11], predict the reactants needed to synthesize it. The reactants are: [Br:1][C:2]1[CH:10]=[C:9]2[C:5]([CH:6]([CH2:12][CH2:13][CH2:14][CH3:15])[O:7][C:8]2=[O:11])=[CH:4][CH:3]=1.[OH-].[Na+:17].[O:18]1CCCC1.